Task: Predict which catalyst facilitates the given reaction.. Dataset: Catalyst prediction with 721,799 reactions and 888 catalyst types from USPTO (1) Reactant: [C:1]1([N:10]=[C:11]=[O:12])[CH:6]=[CH:5][C:4]([N:7]=[C:8]=[O:9])=[CH:3][CH:2]=1.[NH2:13][C:14]1[CH:15]=[C:16]2[C:21](=[CH:22][CH:23]=1)[N:20]=[C:19]([CH3:24])[CH:18]=[C:17]2[N:25]([CH3:27])[CH3:26]. Product: [CH3:27][N:25]([CH3:26])[C:17]1[C:16]2[C:21](=[CH:22][CH:23]=[C:14]([NH:13][C:8]([NH:7][C:4]3[CH:3]=[CH:2][C:1]([NH:10][C:11]([NH:13][C:14]4[CH:15]=[C:16]5[C:21](=[CH:22][CH:23]=4)[N:20]=[C:19]([CH3:24])[CH:18]=[C:17]5[N:25]([CH3:26])[CH3:27])=[O:12])=[CH:6][CH:5]=3)=[O:9])[CH:15]=2)[N:20]=[C:19]([CH3:24])[CH:18]=1. The catalyst class is: 9. (2) Reactant: C([N-]C(C)C)(C)C.[Li+].[Br:9][C:10]1[C:14]([CH3:15])=[CH:13][S:12][CH:11]=1.[C:16]([O:20][C:21]([N:23]1[CH2:28][CH2:27][CH:26]([C:29](=[O:34])N(OC)C)[CH2:25][CH2:24]1)=[O:22])([CH3:19])([CH3:18])[CH3:17]. Product: [C:16]([O:20][C:21]([N:23]1[CH2:28][CH2:27][CH:26]([C:29]([C:11]2[S:12][CH:13]=[C:14]([CH3:15])[C:10]=2[Br:9])=[O:34])[CH2:25][CH2:24]1)=[O:22])([CH3:19])([CH3:18])[CH3:17]. The catalyst class is: 7. (3) Reactant: [NH2:1][CH2:2][C:3]1[C:4]([F:21])=[C:5]([O:10][C:11]2[C:12]([Cl:20])=[C:13]([CH:16]=[C:17]([Cl:19])[CH:18]=2)[C:14]#[N:15])[C:6]([Cl:9])=[CH:7][CH:8]=1.[Cl:22][C:23]1[N:24]=[C:25]([CH3:31])[NH:26][C:27]=1[C:28](O)=[O:29].C1C=CC2N(O)N=NC=2C=1.C(Cl)CCl.C(O)(C(F)(F)F)=O. Product: [Cl:22][C:23]1[N:24]=[C:25]([CH3:31])[NH:26][C:27]=1[C:28]([NH:1][CH2:2][C:3]1[CH:8]=[CH:7][C:6]([Cl:9])=[C:5]([O:10][C:11]2[CH:18]=[C:17]([Cl:19])[CH:16]=[C:13]([C:14]#[N:15])[C:12]=2[Cl:20])[C:4]=1[F:21])=[O:29]. The catalyst class is: 25. (4) Reactant: [F:1][C:2]1[CH:10]=[C:9]2[C:5]([C:6]([C:11]3[N:12]=[C:13]4[C:19]([CH:20]=[O:21])=[CH:18][N:17]([CH2:22][O:23][CH2:24][CH2:25][Si:26]([CH3:29])([CH3:28])[CH3:27])[C:14]4=[N:15][CH:16]=3)=[N:7][NH:8]2)=[CH:4][CH:3]=1.Cl[CH2:31][C:32]([N:34]1[CH2:39][CH2:38][O:37][CH2:36][CH2:35]1)=[O:33].C(=O)([O-])[O-].[Cs+].[Cs+]. Product: [F:1][C:2]1[CH:10]=[C:9]2[C:5]([C:6]([C:11]3[N:12]=[C:13]4[C:19]([CH:20]=[O:21])=[CH:18][N:17]([CH2:22][O:23][CH2:24][CH2:25][Si:26]([CH3:29])([CH3:28])[CH3:27])[C:14]4=[N:15][CH:16]=3)=[N:7][N:8]2[CH2:31][C:32]([N:34]2[CH2:39][CH2:38][O:37][CH2:36][CH2:35]2)=[O:33])=[CH:4][CH:3]=1. The catalyst class is: 3. (5) Reactant: [C:1]([CH2:3][P:4](=[O:11])([O:8][CH2:9][CH3:10])[O:5][CH2:6][CH3:7])#[N:2].[H-].[Na+].Br[CH2:15][C:16]1[CH:43]=[CH:42][C:19]([C:20]([NH:22][C:23]2[CH:28]=[C:27]([C:29]3[S:30][CH:31]=[CH:32][CH:33]=3)[CH:26]=[CH:25][C:24]=2[NH:34][C:35](=[O:41])[O:36][C:37]([CH3:40])([CH3:39])[CH3:38])=[O:21])=[CH:18][CH:17]=1. Product: [C:37]([O:36][C:35]([NH:34][C:24]1[CH:25]=[CH:26][C:27]([C:29]2[S:30][CH:31]=[CH:32][CH:33]=2)=[CH:28][C:23]=1[NH:22][C:20]([C:19]1[CH:42]=[CH:43][C:16]([CH2:15][CH:3]([P:4](=[O:11])([O:8][CH2:9][CH3:10])[O:5][CH2:6][CH3:7])[C:1]#[N:2])=[CH:17][CH:18]=1)=[O:21])=[O:41])([CH3:40])([CH3:39])[CH3:38]. The catalyst class is: 56. (6) Reactant: [Br:1][C:2]1[CH:7]=[CH:6][CH:5]=[CH:4][C:3]=1[S:8](Cl)(=[O:10])=[O:9].[NH2:12][C:13]1[C:22]([C:23]([O:25][CH3:26])=[O:24])=[C:21]2[C:16]([CH:17]3[CH2:27][CH:18]3[CH2:19][O:20]2)=[CH:15][CH:14]=1. Product: [Br:1][C:2]1[CH:7]=[CH:6][CH:5]=[CH:4][C:3]=1[S:8]([NH:12][C:13]1[C:22]([C:23]([O:25][CH3:26])=[O:24])=[C:21]2[C:16]([CH:17]3[CH2:27][CH:18]3[CH2:19][O:20]2)=[CH:15][CH:14]=1)(=[O:10])=[O:9]. The catalyst class is: 202. (7) The catalyst class is: 6. Product: [CH3:1][C:2]1([CH3:7])[NH:3][CH:4]([C:8]#[N:9])[CH2:5][CH2:6]1. Reactant: [CH3:1][C:2]1([CH3:7])[CH2:6][CH2:5][CH:4]=[N:3]1.[C-:8]#[N:9].[K+].Cl.[OH-].[Na+]. (8) Reactant: [Br:1][C:2]1[C:3]([N+:9]([O-:11])=[O:10])=[C:4]([CH:6]=[CH:7][CH:8]=1)[NH2:5].[CH3:12][C:13]([CH3:15])=O.Cl.C([BH3-])#N.[Na+]. Product: [Br:1][C:2]1[C:3]([N+:9]([O-:11])=[O:10])=[C:4]([CH:6]=[CH:7][CH:8]=1)[NH:5][CH:13]([CH3:15])[CH3:12]. The catalyst class is: 5. (9) Reactant: [Br:1][C:2]1[S:6][C:5]([C:7]([OH:9])=[O:8])=[C:4]([CH3:10])[CH:3]=1.[CH2:11](O)[CH3:12]. Product: [CH2:11]([O:8][C:7]([C:5]1[S:6][C:2]([Br:1])=[CH:3][C:4]=1[CH3:10])=[O:9])[CH3:12]. The catalyst class is: 309.